Task: Predict the product of the given reaction.. Dataset: Forward reaction prediction with 1.9M reactions from USPTO patents (1976-2016) (1) Given the reactants C(Cl)(=O)C.C(OC(=O)C)(=O)C.[CH3:12][C:13]1([CH3:26])[C@@H:15](/[CH:16]=[C:17](\[CH3:21])/[CH:18]=[N:19]O)[C@@H:14]1[C:22]([O:24][CH3:25])=[O:23].S(=O)(=O)(O)O, predict the reaction product. The product is: [CH3:12][C:13]1([CH3:26])[CH:15](/[CH:16]=[C:17](/[C:18]#[N:19])\[CH3:21])[CH:14]1[C:22]([O:24][CH3:25])=[O:23]. (2) Given the reactants [BH4-].[Na+].[CH3:3][C:4]1([CH3:15])[CH2:9][C:8](=[O:10])[CH2:7][CH2:6][CH:5]1[C:11]([O:13][CH3:14])=[O:12], predict the reaction product. The product is: [OH:10][CH:8]1[CH2:7][CH2:6][CH:5]([C:11]([O:13][CH3:14])=[O:12])[C:4]([CH3:15])([CH3:3])[CH2:9]1. (3) Given the reactants [C:1]([O:5][C:6](=[O:20])[NH:7][CH2:8][CH2:9][N:10]1[C:18]2[C:17](Cl)=[N:16][CH:15]=[N:14][C:13]=2[CH:12]=[CH:11]1)([CH3:4])([CH3:3])[CH3:2].[CH3:21][C:22]1[CH:23]=[C:24]([CH:26]=[CH:27][C:28]=1[O:29][C:30]1[CH:35]=[CH:34][CH:33]=[C:32]([O:36][CH2:37][C:38]([F:41])([F:40])[F:39])[CH:31]=1)[NH2:25], predict the reaction product. The product is: [C:1]([O:5][C:6](=[O:20])[NH:7][CH2:8][CH2:9][N:10]1[C:18]2[C:17]([NH:25][C:24]3[CH:26]=[CH:27][C:28]([O:29][C:30]4[CH:35]=[CH:34][CH:33]=[C:32]([O:36][CH2:37][C:38]([F:39])([F:40])[F:41])[CH:31]=4)=[C:22]([CH3:21])[CH:23]=3)=[N:16][CH:15]=[N:14][C:13]=2[CH:12]=[CH:11]1)([CH3:4])([CH3:3])[CH3:2]. (4) Given the reactants [CH2:1]([O:4][CH2:5][CH2:6][CH2:7][CH2:8][C:9]1[CH:14]=[CH:13][CH:12]=[CH:11][CH:10]=1)[CH:2]=[CH2:3].B1C2CCCC1CCC2.[OH-:24].[Na+].OO, predict the reaction product. The product is: [C:9]1([CH2:8][CH2:7][CH2:6][CH2:5][O:4][CH2:1][CH2:2][CH2:3][OH:24])[CH:10]=[CH:11][CH:12]=[CH:13][CH:14]=1. (5) Given the reactants [N+:1]([C:4]1[CH:9]=[CH:8][CH:7]=[CH:6][C:5]=1[S:10]([NH:13][C:14]1[CH:19]=[CH:18][C:17]([CH2:20][CH2:21][C:22]([O:24][CH3:25])=[O:23])=[CH:16][CH:15]=1)(=[O:12])=[O:11])([O-:3])=[O:2].[CH2:26]([O:28][CH2:29][CH2:30][O:31][C:32]1[CH:37]=[C:36]([CH3:38])[C:35]([C:39]2[CH:44]=[CH:43][CH:42]=[C:41]([CH2:45]O)[CH:40]=2)=[C:34]([CH3:47])[CH:33]=1)[CH3:27].C1(P(C2C=CC=CC=2)C2C=CC=CC=2)C=CC=CC=1.N(C(OCC)=O)=NC(OCC)=O, predict the reaction product. The product is: [CH2:26]([O:28][CH2:29][CH2:30][O:31][C:32]1[CH:37]=[C:36]([CH3:38])[C:35]([C:39]2[CH:44]=[CH:43][CH:42]=[C:41]([CH2:45][N:13]([S:10]([C:5]3[CH:6]=[CH:7][CH:8]=[CH:9][C:4]=3[N+:1]([O-:3])=[O:2])(=[O:12])=[O:11])[C:14]3[CH:19]=[CH:18][C:17]([CH2:20][CH2:21][C:22]([O:24][CH3:25])=[O:23])=[CH:16][CH:15]=3)[CH:40]=2)=[C:34]([CH3:47])[CH:33]=1)[CH3:27]. (6) Given the reactants [C:1]([O:5][C:6]([N:8]1[CH2:11][C:10]([CH3:42])([C:12]([C:14]2[CH:15]=[C:16]3[C:25](=[CH:26][C:27]=2[C:28]([F:31])([F:30])[F:29])[O:24][CH2:23][C:22]2[N:17]3[CH:18]([CH3:41])[C:19](=[O:40])[N:20](COCC[Si](C)(C)C)[N:21]=2)=[CH2:13])[CH2:9]1)=[O:7])([CH3:4])([CH3:3])[CH3:2].[F-].C([N+](CCCC)(CCCC)CCCC)CCC, predict the reaction product. The product is: [C:1]([O:5][C:6]([N:8]1[CH2:11][C:10]([CH3:42])([C:12]([C:14]2[CH:15]=[C:16]3[C:25](=[CH:26][C:27]=2[C:28]([F:30])([F:29])[F:31])[O:24][CH2:23][C:22]2[N:17]3[CH:18]([CH3:41])[C:19](=[O:40])[NH:20][N:21]=2)=[CH2:13])[CH2:9]1)=[O:7])([CH3:4])([CH3:2])[CH3:3]. (7) Given the reactants [Br:1]Br.[N+:3]([C:6]1[CH:11]=[CH:10][N:9]=[C:8]2[N:12]([CH2:15][O:16][CH2:17][CH2:18][Si:19]([CH3:22])([CH3:21])[CH3:20])[CH:13]=[CH:14][C:7]=12)([O-:5])=[O:4], predict the reaction product. The product is: [Br:1][C:14]1[C:7]2[C:8](=[N:9][CH:10]=[CH:11][C:6]=2[N+:3]([O-:5])=[O:4])[N:12]([CH2:15][O:16][CH2:17][CH2:18][Si:19]([CH3:22])([CH3:21])[CH3:20])[CH:13]=1. (8) Given the reactants [CH2:1]([C@H:8]([CH2:12][C:13]([O:15]C(C)(C)C)=[O:14])[C:9]([OH:11])=O)[C:2]1[CH:7]=[CH:6][CH:5]=[CH:4][CH:3]=1.[CH:20]1([NH:23][C:24]2[S:25][CH:26]=[C:27]([C:29]3[CH:34]=[CH:33][CH:32]=[CH:31][C:30]=3[C:35]3[CH:36]=[N:37][C:38]([N:41]4[CH2:46][CH2:45][O:44][CH2:43][CH2:42]4)=[CH:39][CH:40]=3)[N:28]=2)[CH2:22][CH2:21]1.CC1(C)C(C)(C)OB(C2C=CC(N3CCOCC3)=CC=2)O1.[Br:68][C:69]1[CH:74]=[CH:73][CH:72]=[CH:71][C:70]=1[C:75]1[N:76]=[C:77]([NH:80][CH:81]2[CH2:83][CH2:82]2)[S:78][CH:79]=1, predict the reaction product. The product is: [CH2:1]([C@@H:8]([C:9]([N:23]([CH:20]1[CH2:22][CH2:21]1)[C:24]1[S:25][CH:26]=[C:27]([C:29]2[CH:34]=[CH:33][CH:32]=[CH:31][C:30]=2[C:35]2[CH:36]=[N:37][C:38]([N:41]3[CH2:46][CH2:45][O:44][CH2:43][CH2:42]3)=[CH:39][CH:40]=2)[N:28]=1)=[O:11])[CH2:12][C:13]([OH:15])=[O:14])[C:2]1[CH:3]=[CH:4][CH:5]=[CH:6][CH:7]=1.[CH:20]1([NH:23][C:24]2[S:25][CH:26]=[C:27]([C:29]3[CH:34]=[CH:33][CH:32]=[CH:31][C:30]=3[C:35]3[CH:36]=[N:37][C:38]([N:41]4[CH2:46][CH2:45][O:44][CH2:43][CH2:42]4)=[CH:39][CH:40]=3)[N:28]=2)[CH2:21][CH2:22]1.[Br:68][C:69]1[CH:74]=[CH:73][CH:72]=[CH:71][C:70]=1[C:75]1[N:76]=[C:77]([NH:80][CH:81]2[CH2:83][CH2:82]2)[S:78][CH:79]=1.